Dataset: Full USPTO retrosynthesis dataset with 1.9M reactions from patents (1976-2016). Task: Predict the reactants needed to synthesize the given product. Given the product [F:1][C:2]([F:27])([F:26])[C:3]1[CH:25]=[CH:24][CH:23]=[CH:22][C:4]=1[C:5]([N:7]1[CH2:12][CH2:11][N:10]([C:13]2[N:18]=[N:17][C:16]([C:19]3[NH:35][C:30]4[CH:31]=[CH:32][CH:33]=[CH:34][C:29]=4[N:28]=3)=[CH:15][CH:14]=2)[CH2:9][CH2:8]1)=[O:6], predict the reactants needed to synthesize it. The reactants are: [F:1][C:2]([F:27])([F:26])[C:3]1[CH:25]=[CH:24][CH:23]=[CH:22][C:4]=1[C:5]([N:7]1[CH2:12][CH2:11][N:10]([C:13]2[N:18]=[N:17][C:16]([C:19](Cl)=O)=[CH:15][CH:14]=2)[CH2:9][CH2:8]1)=[O:6].[NH2:28][C:29]1[CH:34]=[CH:33][CH:32]=[CH:31][C:30]=1[NH2:35].